From a dataset of Catalyst prediction with 721,799 reactions and 888 catalyst types from USPTO. Predict which catalyst facilitates the given reaction. Reactant: C(N(C(C)C)CC)(C)C.[CH2:10]([O:17][C:18]([NH:20][C@H:21]([C:26]([NH:28][C:29]1[CH:34]=[C:33]([CH2:35][C:36]2[C:45]3[C:40](=[CH:41][CH:42]=[CH:43][CH:44]=3)[C:39](=[O:46])[NH:38][N:37]=2)[CH:32]=[CH:31][C:30]=1[F:47])=[O:27])[CH2:22][C:23]([OH:25])=O)=[O:19])[C:11]1[CH:16]=[CH:15][CH:14]=[CH:13][CH:12]=1. The catalyst class is: 44. Product: [CH2:10]([O:17][C:18]([NH:20][C@H:21]1[CH2:22][C:23](=[O:25])[N:28]([C:29]2[CH:34]=[C:33]([CH2:35][C:36]3[C:45]4[C:40](=[CH:41][CH:42]=[CH:43][CH:44]=4)[C:39](=[O:46])[NH:38][N:37]=3)[CH:32]=[CH:31][C:30]=2[F:47])[C:26]1=[O:27])=[O:19])[C:11]1[CH:16]=[CH:15][CH:14]=[CH:13][CH:12]=1.